This data is from Reaction yield outcomes from USPTO patents with 853,638 reactions. The task is: Predict the reaction yield, written as a fraction of the theoretical maximum amount of product (1.0 means a 100% yield; for example, 0.34 means a 34% yield). The reactants are C1(C)C=CC(S([O-])(=O)=O)=CC=1.[NH+]1C=CC=CC=1.[O:18]1[CH:23]=[CH:22][CH2:21][CH2:20][CH2:19]1.[Br:24][C:25]1[C:26](=[O:39])[N:27]([C:32]2[CH:37]=[CH:36][C:35]([OH:38])=[CH:34][CH:33]=2)[N:28]=[CH:29][C:30]=1[Br:31]. The catalyst is ClCCl. The product is [Br:24][C:25]1[C:26](=[O:39])[N:27]([C:32]2[CH:33]=[CH:34][C:35]([O:38][CH:23]3[CH2:22][CH2:21][CH2:20][CH2:19][O:18]3)=[CH:36][CH:37]=2)[N:28]=[CH:29][C:30]=1[Br:31]. The yield is 0.860.